Predict the reactants needed to synthesize the given product. From a dataset of Full USPTO retrosynthesis dataset with 1.9M reactions from patents (1976-2016). (1) The reactants are: C(#N)C.[Cl:4]N1C(=O)CCC1=O.[NH2:12][C:13]1[CH:23]=[CH:22][C:16]([C:17]([O:19][CH2:20][CH3:21])=[O:18])=[CH:15][C:14]=1[O:24][CH3:25]. Given the product [NH2:12][C:13]1[C:14]([O:24][CH3:25])=[CH:15][C:16]([C:17]([O:19][CH2:20][CH3:21])=[O:18])=[CH:22][C:23]=1[Cl:4], predict the reactants needed to synthesize it. (2) Given the product [CH3:17][C:11]1([C:14](=[O:16])[NH:38][C:37]2[CH:39]=[CH:40][CH:41]=[C:35]([C:34]3[O:30][CH:31]=[N:32][CH:33]=3)[CH:36]=2)[CH2:10][CH2:9][N:8]([C:6]([O:5][C:1]([CH3:2])([CH3:3])[CH3:4])=[O:7])[CH2:13][CH2:12]1, predict the reactants needed to synthesize it. The reactants are: [C:1]([O:5][C:6]([N:8]1[CH2:13][CH2:12][C:11]([CH3:17])([C:14]([OH:16])=O)[CH2:10][CH2:9]1)=[O:7])([CH3:4])([CH3:3])[CH3:2].N1C=CC=CC=1.C(Cl)(=O)C(Cl)=O.[O:30]1[C:34]([C:35]2[CH:36]=[C:37]([CH:39]=[CH:40][CH:41]=2)[NH2:38])=[CH:33][N:32]=[CH:31]1. (3) Given the product [CH3:1][C:2]#[C:3][C:4](=[O:9])[CH2:5][CH2:6][CH2:7][CH3:8], predict the reactants needed to synthesize it. The reactants are: [CH3:1][C:2]#[C:3][CH:4]([OH:9])[CH2:5][CH2:6][CH2:7][CH3:8].S(=O)(=O)(O)O.CCOCC. (4) Given the product [CH2:1]([O:3][C:4]1[CH:5]=[C:6]2[C:7]([CH2:8][C@H:9]([NH:10][C:18](=[O:19])[C:17]([F:28])([F:27])[F:16])[C:11]2=[O:13])=[CH:14][CH:15]=1)[CH3:2], predict the reactants needed to synthesize it. The reactants are: [CH2:1]([O:3][C:4]1[CH:15]=[CH:14][C:7]([CH2:8][C@@H:9]([C:11]([OH:13])=O)[NH2:10])=[CH:6][CH:5]=1)[CH3:2].[F:16][C:17]([F:28])([F:27])[C:18](O[C:18](=[O:19])[C:17]([F:28])([F:27])[F:16])=[O:19]. (5) Given the product [C:12]([C:7]1[CH:8]=[C:9]2[C:4](=[CH:5][C:6]=1[CH3:14])[N:3]=[C:2]([N:69]1[CH2:68][CH2:67][N:66]([C:70]([O:72][C:73]([CH3:75])([CH3:74])[CH3:76])=[O:71])[CH2:65][C:64]1=[O:63])[CH:11]=[CH:10]2)#[N:13], predict the reactants needed to synthesize it. The reactants are: Cl[C:2]1[CH:11]=[CH:10][C:9]2[C:4](=[CH:5][C:6]([CH3:14])=[C:7]([C:12]#[N:13])[CH:8]=2)[N:3]=1.CC1(C)C2C(=C(P(C3C=CC=CC=3)C3C=CC=CC=3)C=CC=2)OC2C(P(C3C=CC=CC=3)C3C=CC=CC=3)=CC=CC1=2.C(=O)([O-])[O-].[Cs+].[Cs+].[O:63]=[C:64]1[NH:69][CH2:68][CH2:67][N:66]([C:70]([O:72][C:73]([CH3:76])([CH3:75])[CH3:74])=[O:71])[CH2:65]1.